Dataset: Forward reaction prediction with 1.9M reactions from USPTO patents (1976-2016). Task: Predict the product of the given reaction. Given the reactants [S:1]1(=[O:9])(=[O:8])[CH2:7][CH2:6][NH:5][CH2:4][CH2:3][NH:2]1.[CH3:10][S:11](Cl)(=[O:13])=[O:12].C(N(CC)CC)C, predict the reaction product. The product is: [CH3:10][S:11]([N:5]1[CH2:6][CH2:7][S:1](=[O:9])(=[O:8])[NH:2][CH2:3][CH2:4]1)(=[O:13])=[O:12].